Dataset: Catalyst prediction with 721,799 reactions and 888 catalyst types from USPTO. Task: Predict which catalyst facilitates the given reaction. (1) Reactant: Cl[C:2]1[CH:3]=[C:4]([NH:10][C:11]2[CH:16]=[CH:15][C:14]([N:17]3[C@H:22]4[CH2:23][CH2:24][C@@H:18]3[CH2:19][N:20]([CH3:25])[CH2:21]4)=[CH:13][N:12]=2)[C:5](=[O:9])[N:6]([CH3:8])[N:7]=1.[C:26]([O:29][CH2:30][C:31]1[C:36](B2OC(C)(C)C(C)(C)O2)=[CH:35][CH:34]=[CH:33][C:32]=1[N:46]1[N:55]=[CH:54][C:53]2[C:48](=[C:49]([F:60])[CH:50]=[C:51]([C:56]([CH3:59])([CH3:58])[CH3:57])[CH:52]=2)[C:47]1=[O:61])(=[O:28])[CH3:27].CC(C1C=C(C(C)C)C(C2C=CC=CC=2P(C2CCCCC2)C2CCCCC2)=C(C(C)C)C=1)C.P([O-])([O-])([O-])=O.[K+].[K+].[K+]. Product: [C:26]([O:29][CH2:30][C:31]1[C:36]([C:2]2[CH:3]=[C:4]([NH:10][C:11]3[CH:16]=[CH:15][C:14]([N:17]4[CH:22]5[CH2:23][CH2:24][CH:18]4[CH2:19][N:20]([CH3:25])[CH2:21]5)=[CH:13][N:12]=3)[C:5](=[O:9])[N:6]([CH3:8])[N:7]=2)=[CH:35][CH:34]=[CH:33][C:32]=1[N:46]1[N:55]=[CH:54][C:53]2[C:48](=[C:49]([F:60])[CH:50]=[C:51]([C:56]([CH3:58])([CH3:57])[CH3:59])[CH:52]=2)[C:47]1=[O:61])(=[O:28])[CH3:27]. The catalyst class is: 333. (2) Reactant: [Br:1][C:2]1[CH:3]=[C:4]2[C:9](=[CH:10][CH:11]=1)[C:8](=[O:12])O[CH:6]=[C:5]2[C:13]([O:15][CH3:16])=[O:14].[CH2:17]([NH2:24])[C:18]1[CH:23]=[CH:22][CH:21]=[CH:20][CH:19]=1. Product: [CH2:17]([N:24]1[CH:6]=[C:5]([C:13]([O:15][CH3:16])=[O:14])[C:4]2[C:9](=[CH:10][CH:11]=[C:2]([Br:1])[CH:3]=2)[C:8]1=[O:12])[C:18]1[CH:23]=[CH:22][CH:21]=[CH:20][CH:19]=1. The catalyst class is: 5. (3) Reactant: CO.[CH3:3][O:4][C:5](=[O:17])[C:6]1[CH:11]=[CH:10][C:9]([O:12][C:13](=[O:15])[CH3:14])=[CH:8][C:7]=1[OH:16].[CH:18]1C=CC(P(C2C=CC=CC=2)C2C=CC=CC=2)=CC=1.CCOC(/N=N/C(OCC)=O)=O. Product: [CH3:3][O:4][C:5](=[O:17])[C:6]1[CH:11]=[CH:10][C:9]([O:12][C:13](=[O:15])[CH3:14])=[CH:8][C:7]=1[O:16][CH3:18]. The catalyst class is: 4. (4) Reactant: [C:1]1([S:7]([C:10]2[CH:19]=[C:18]3[C:13]([CH2:14][CH2:15][CH2:16][C:17]3=O)=[CH:12][CH:11]=2)(=[O:9])=[O:8])[CH:6]=[CH:5][CH:4]=[CH:3][CH:2]=1.[C:21]1([S:27]([C:30]2[CH:31]=[C:32]3[C:37](=[CH:38][CH:39]=2)[C:36]([CH2:40][NH2:41])=[CH:35][CH:34]=[CH:33]3)(=[O:29])=[O:28])[CH:26]=[CH:25][CH:24]=[CH:23][CH:22]=1.Cl.[CH3:43][C:44]1([CH3:52])[CH2:49][NH:48][CH:47](SC)[NH:46][CH2:45]1. Product: [C:21]1([S:27]([C:30]2[CH:31]=[C:32]3[C:37](=[CH:38][CH:39]=2)[C:36]([CH2:40][NH2:41])=[CH:35][CH:34]=[CH:33]3)(=[O:29])=[O:28])[CH:22]=[CH:23][CH:24]=[CH:25][CH:26]=1.[C:1]1([S:7]([C:10]2[CH:19]=[C:18]3[C:13]([CH:14]=[CH:15][CH:16]=[C:17]3[CH2:40][NH:41][C:47]3[NH:46][CH2:45][C:44]([CH3:52])([CH3:43])[CH2:49][N:48]=3)=[CH:12][CH:11]=2)(=[O:9])=[O:8])[CH:6]=[CH:5][CH:4]=[CH:3][CH:2]=1. The catalyst class is: 2.